Task: Predict the reactants needed to synthesize the given product.. Dataset: Full USPTO retrosynthesis dataset with 1.9M reactions from patents (1976-2016) (1) Given the product [CH3:18][C:14]1([N:11]2[CH2:12][CH2:13][NH:8][CH2:9][CH2:10]2)[CH2:15][O:16][CH2:17]1, predict the reactants needed to synthesize it. The reactants are: C([N:8]1[CH2:13][CH2:12][N:11]([C:14]2([CH3:18])[CH2:17][O:16][CH2:15]2)[CH2:10][CH2:9]1)C1C=CC=CC=1. (2) Given the product [F:1][C:2]([F:16])([F:17])/[C:3](/[CH3:15])=[CH:4]/[C:5]1[CH:14]=[CH:13][C:8]([C:9]([OH:11])=[O:10])=[CH:7][CH:6]=1, predict the reactants needed to synthesize it. The reactants are: [F:1][C:2]([F:17])([F:16])/[C:3](/[CH3:15])=[CH:4]/[C:5]1[CH:14]=[CH:13][C:8]([C:9]([O:11]C)=[O:10])=[CH:7][CH:6]=1.[OH-].[Na+]. (3) Given the product [CH2:20]([O:12][C:5]1[CH:4]=[C:3]([O:13][CH2:7][C:6]2[CH:11]=[CH:2][CH:3]=[CH:4][CH:5]=2)[C:2]([Br:1])=[CH:11][C:6]=1[C:7]([O:9][CH3:10])=[O:8])[C:21]1[CH:26]=[CH:25][CH:24]=[CH:23][CH:22]=1, predict the reactants needed to synthesize it. The reactants are: [Br:1][C:2]1[C:3]([OH:13])=[CH:4][C:5]([OH:12])=[C:6]([CH:11]=1)[C:7]([O:9][CH3:10])=[O:8].C(=O)([O-])[O-].[K+].[K+].[CH2:20](Br)[C:21]1[CH:26]=[CH:25][CH:24]=[CH:23][CH:22]=1. (4) Given the product [CH2:33]([O:32][C:30]([NH:3][CH2:4][C:5]1[C:6]([CH2:22][C:23]([CH3:26])([CH3:25])[CH3:24])=[N:7][C:8]([CH3:21])=[C:9]([C:13]=1[C:14]1[CH:19]=[CH:18][C:17]([CH3:20])=[CH:16][CH:15]=1)[C:10]([OH:12])=[O:11])=[O:31])[C:34]1[CH:39]=[CH:38][CH:37]=[CH:36][CH:35]=1, predict the reactants needed to synthesize it. The reactants are: Cl.Cl.[NH2:3][CH2:4][C:5]1[C:6]([CH2:22][C:23]([CH3:26])([CH3:25])[CH3:24])=[N:7][C:8]([CH3:21])=[C:9]([C:13]=1[C:14]1[CH:19]=[CH:18][C:17]([CH3:20])=[CH:16][CH:15]=1)[C:10]([OH:12])=[O:11].[OH-].[Na+].Cl[C:30]([O:32][CH2:33][C:34]1[CH:39]=[CH:38][CH:37]=[CH:36][CH:35]=1)=[O:31].Cl. (5) The reactants are: [Br:1][C:2]1[CH:10]=[CH:9][C:5]([C:6](O)=[O:7])=[C:4]([F:11])[C:3]=1F.CN(C(ON1N=NC2C=CC=CC1=2)=[N+](C)C)C.[F:30][P-](F)(F)(F)(F)F.[NH2:37][CH:38]1[CH2:43][CH2:42][N:41]([CH3:44])[CH2:40][CH2:39]1.CCN(C(C)C)C(C)C.[OH-].[Na+]. Given the product [Br:1][C:2]1[CH:3]=[C:4]([F:11])[C:5]([C:6]([NH:37][CH:38]2[CH2:43][CH2:42][N:41]([CH3:44])[CH2:40][CH2:39]2)=[O:7])=[C:9]([F:30])[CH:10]=1, predict the reactants needed to synthesize it. (6) Given the product [ClH:1].[Cl:1][C:2]1[CH:3]=[C:4]([C:9]2([CH2:15][NH:17][CH:18]3[CH2:20][CH2:19]3)[CH2:10][CH2:11][CH2:12][CH2:13][CH2:14]2)[CH:5]=[CH:6][C:7]=1[Cl:8], predict the reactants needed to synthesize it. The reactants are: [Cl:1][C:2]1[CH:3]=[C:4]([C:9]2([C:15]([NH:17][CH:18]3[CH2:20][CH2:19]3)=O)[CH2:14][CH2:13][CH2:12][CH2:11][CH2:10]2)[CH:5]=[CH:6][C:7]=1[Cl:8].Cl.